Task: Predict which catalyst facilitates the given reaction.. Dataset: Catalyst prediction with 721,799 reactions and 888 catalyst types from USPTO Reactant: [C:1]([O:5][C:6]([NH:8][C:9]1[CH:14]=[CH:13][CH:12]=[CH:11][C:10]=1[NH:15][C:16](=[O:32])[C:17]1[CH:22]=[CH:21][C:20](B2OC(C)(C)C(C)(C)O2)=[CH:19][CH:18]=1)=[O:7])([CH3:4])([CH3:3])[CH3:2].Cl[C:34]1[C:39]([Cl:40])=[CH:38][CH:37]=[CH:36][N:35]=1.C(=O)([O-])O.[Na+]. Product: [Cl:40][C:39]1[C:34]([C:20]2[CH:21]=[CH:22][C:17]([C:16]([NH:15][C:10]3[CH:11]=[CH:12][CH:13]=[CH:14][C:9]=3[NH:8][C:6](=[O:7])[O:5][C:1]([CH3:3])([CH3:2])[CH3:4])=[O:32])=[CH:18][CH:19]=2)=[N:35][CH:36]=[CH:37][CH:38]=1. The catalyst class is: 57.